From a dataset of Reaction yield outcomes from USPTO patents with 853,638 reactions. Predict the reaction yield, written as a fraction of the theoretical maximum amount of product (1.0 means a 100% yield; for example, 0.34 means a 34% yield). (1) The reactants are [C:1]1([CH3:11])[CH:6]=[CH:5][C:4]([S:7](Cl)(=[O:9])=[O:8])=[CH:3][CH:2]=1.[F:12][C:13]([F:20])([F:19])[C:14]1([CH2:17][OH:18])[CH2:16][CH2:15]1.C(N(CC)CC)C. The catalyst is CN(C1C=CN=CC=1)C.C(Cl)Cl. The product is [F:12][C:13]([F:20])([F:19])[C:14]1([CH2:17][O:18][S:7]([C:4]2[CH:5]=[CH:6][C:1]([CH3:11])=[CH:2][CH:3]=2)(=[O:9])=[O:8])[CH2:16][CH2:15]1. The yield is 0.490. (2) The reactants are CC1C=CC(S(OCC2(C)CC3C=C(Cl)C=C(C4C=CC=CC=4)C=3O2)(=O)=O)=CC=1.[N-]=[N+]=[N-].[Na+].[N:34]([CH2:37][C:38]1([CH3:54])[CH2:42][C:41]2[CH:43]=[C:44]([Cl:53])[CH:45]=[C:46]([C:47]3[CH:52]=[CH:51][CH:50]=[CH:49][CH:48]=3)[C:40]=2[O:39]1)=[N+]=[N-].[N-]=[N+]=[N-]. The catalyst is [Pt]. The product is [Cl:53][C:44]1[CH:45]=[C:46]([C:47]2[CH:52]=[CH:51][CH:50]=[CH:49][CH:48]=2)[C:40]2[O:39][C:38]([CH2:37][NH2:34])([CH3:54])[CH2:42][C:41]=2[CH:43]=1. The yield is 0.640. (3) The yield is 0.631. No catalyst specified. The product is [Cl:1][C:2]1[CH:3]=[C:4]([NH:5][CH:12]([C:14]2[CH:15]=[C:16]([C:31]([N:33]([CH3:35])[CH3:34])=[O:32])[CH:17]=[C:18]3[C:23]=2[O:22][C:21]([N:24]2[CH2:29][CH2:28][O:27][CH2:26][CH2:25]2)=[CH:20][C:19]3=[O:30])[CH3:13])[CH:6]=[CH:7][C:8]=1[F:9]. The reactants are [Cl:1][C:2]1[CH:3]=[C:4]([CH:6]=[CH:7][C:8]=1[F:9])[NH2:5].Br.Br[CH:12]([C:14]1[CH:15]=[C:16]([C:31]([N:33]([CH3:35])[CH3:34])=[O:32])[CH:17]=[C:18]2[C:23]=1[O:22][C:21]([N:24]1[CH2:29][CH2:28][O:27][CH2:26][CH2:25]1)=[CH:20][C:19]2=[O:30])[CH3:13]. (4) The reactants are Cl.[F:2][C:3]([F:8])([F:7])[CH2:4][O:5][NH2:6].[C:9]([CH:12]1[CH2:15][N:14]([C:16](=[O:30])/[CH:17]=[CH:18]/[C:19]2[CH:20]=[C:21]3[C:26](=[N:27][CH:28]=2)[NH:25][C:24](=[O:29])[CH2:23][CH2:22]3)[CH2:13]1)(=O)[CH3:10]. The catalyst is CO. The product is [O:30]=[C:16]([N:14]1[CH2:15][CH:12](/[C:9](=[N:6]\[O:5][CH2:4][C:3]([F:8])([F:7])[F:2])/[CH3:10])[CH2:13]1)/[CH:17]=[CH:18]/[C:19]1[CH:20]=[C:21]2[C:26](=[N:27][CH:28]=1)[NH:25][C:24](=[O:29])[CH2:23][CH2:22]2. The yield is 0.500. (5) The reactants are [F:1][C:2]1[CH:3]=[C:4]([CH:8]=[C:9]([N:11]([CH3:18])[C:12]2[CH:13]=[N:14][CH:15]=[N:16][CH:17]=2)[CH:10]=1)[C:5]([OH:7])=O.[CH3:19][C:20]1[N:21]=[C:22]([NH2:25])[S:23][CH:24]=1.F[P-](F)(F)(F)(F)F.N1(OC(N(C)C)=[N+](C)C)C2N=CC=CC=2N=N1.CCN(C(C)C)C(C)C. The catalyst is C(Cl)Cl.CN(C=O)C. The product is [F:1][C:2]1[CH:3]=[C:4]([CH:8]=[C:9]([N:11]([CH3:18])[C:12]2[CH:13]=[N:14][CH:15]=[N:16][CH:17]=2)[CH:10]=1)[C:5]([NH:25][C:22]1[S:23][CH:24]=[C:20]([CH3:19])[N:21]=1)=[O:7]. The yield is 0.580. (6) The reactants are [C:1]([O:5][C:6](=[O:41])[C@@H:7]([NH:20][C:21](=[O:40])[NH:22][C@@H:23]([CH2:31][CH2:32][C:33]([O:35][C:36]([CH3:39])([CH3:38])[CH3:37])=[O:34])[C:24]([O:26][C:27]([CH3:30])([CH3:29])[CH3:28])=[O:25])[CH2:8][CH2:9][C:10](ON1C(=O)CCC1=O)=[O:11])([CH3:4])([CH3:3])[CH3:2].[NH2:42][C@@H:43]([CH2:47][CH2:48][CH2:49][CH2:50][N:51]([CH2:78][C:79]1[N:80]([CH2:84][C:85]([N:87]([CH2:96][C:97]([O:99][C:100]([CH3:103])([CH3:102])[CH3:101])=[O:98])[CH2:88][C:89](=[O:95])[O:90][C:91]([CH3:94])([CH3:93])[CH3:92])=[O:86])[CH:81]=[CH:82][N:83]=1)[CH2:52][C:53]1[N:54]([CH2:58][C:59](=[O:77])[N:60]([CH2:69][C:70](=[O:76])[O:71][C:72]([CH3:75])([CH3:74])[CH3:73])[CH2:61][C:62](=[O:68])[O:63][C:64]([CH3:67])([CH3:66])[CH3:65])[CH:55]=[CH:56][N:57]=1)[C:44]([OH:46])=[O:45].CCN(C(C)C)C(C)C. The catalyst is CN(C=O)C. The product is [C:100]([O:99][C:97](=[O:98])[CH2:96][N:87]([CH2:88][C:89](=[O:95])[O:90][C:91]([CH3:94])([CH3:93])[CH3:92])[C:85](=[O:86])[CH2:84][N:80]1[CH:81]=[CH:82][N:83]=[C:79]1[CH2:78][N:51]([CH2:52][C:53]1[N:54]([CH2:58][C:59](=[O:77])[N:60]([CH2:69][C:70](=[O:76])[O:71][C:72]([CH3:75])([CH3:74])[CH3:73])[CH2:61][C:62](=[O:68])[O:63][C:64]([CH3:65])([CH3:67])[CH3:66])[CH:55]=[CH:56][N:57]=1)[CH2:50][CH2:49][CH2:48][CH2:47][C@H:43]([NH:42][C:10](=[O:11])[CH2:9][CH2:8][C@@H:7]([C:6]([O:5][C:1]([CH3:4])([CH3:3])[CH3:2])=[O:41])[NH:20][C:21](=[O:40])[NH:22][C@H:23]([C:24]([O:26][C:27]([CH3:28])([CH3:29])[CH3:30])=[O:25])[CH2:31][CH2:32][C:33](=[O:34])[O:35][C:36]([CH3:39])([CH3:38])[CH3:37])[C:44]([OH:46])=[O:45])([CH3:103])([CH3:102])[CH3:101]. The yield is 0.840. (7) The reactants are [NH2:1][C:2]1[CH:7]=[CH:6][CH:5]=[CH:4][C:3]=1[NH:8][C:9](=[O:28])[C:10]1[CH:15]=[CH:14][C:13]([CH2:16][N:17]2[CH2:25][C:24]3[C:19](=[CH:20][CH:21]=[C:22](Br)[CH:23]=3)[C:18]2=[O:27])=[CH:12][CH:11]=1.B(O)(O)[C:30]1[CH:35]=[N:34][CH:33]=[N:32][CH:31]=1. No catalyst specified. The product is [NH2:1][C:2]1[CH:7]=[CH:6][CH:5]=[CH:4][C:3]=1[NH:8][C:9](=[O:28])[C:10]1[CH:15]=[CH:14][C:13]([CH2:16][N:17]2[CH2:25][C:24]3[C:19](=[CH:20][CH:21]=[C:22]([C:30]4[CH:31]=[N:32][CH:33]=[N:34][CH:35]=4)[CH:23]=3)[C:18]2=[O:27])=[CH:12][CH:11]=1. The yield is 0.550.